Dataset: NCI-60 drug combinations with 297,098 pairs across 59 cell lines. Task: Regression. Given two drug SMILES strings and cell line genomic features, predict the synergy score measuring deviation from expected non-interaction effect. (1) Drug 1: CC(C)(C#N)C1=CC(=CC(=C1)CN2C=NC=N2)C(C)(C)C#N. Drug 2: CCCCCOC(=O)NC1=NC(=O)N(C=C1F)C2C(C(C(O2)C)O)O. Cell line: MDA-MB-435. Synergy scores: CSS=7.30, Synergy_ZIP=-2.94, Synergy_Bliss=0.452, Synergy_Loewe=-0.391, Synergy_HSA=1.51. (2) Drug 1: CC1C(C(CC(O1)OC2CC(CC3=C2C(=C4C(=C3O)C(=O)C5=C(C4=O)C(=CC=C5)OC)O)(C(=O)CO)O)N)O.Cl. Drug 2: C1CCC(C(C1)N)N.C(=O)(C(=O)[O-])[O-].[Pt+4]. Cell line: NCI/ADR-RES. Synergy scores: CSS=23.7, Synergy_ZIP=-5.31, Synergy_Bliss=-1.73, Synergy_Loewe=-0.763, Synergy_HSA=1.80.